From a dataset of Forward reaction prediction with 1.9M reactions from USPTO patents (1976-2016). Predict the product of the given reaction. (1) Given the reactants Cl.[NH2:2][C:3]1[CH:4]=[C:5]([N:9]2[C:13]([CH3:14])=[C:12]([C:15]([N:17]3[CH2:22][CH2:21][CH:20]([N:23]4[CH2:27][CH2:26][CH2:25][CH2:24]4)[CH2:19][CH2:18]3)=[O:16])[C:11]([CH3:28])=[N:10]2)[CH:6]=[CH:7][CH:8]=1.C(N(CC)CC)C.[Cl:36][C:37]1[CH:38]=[C:39]([CH:43]=[CH:44][C:45]=1[Cl:46])[C:40](Cl)=[O:41], predict the reaction product. The product is: [Cl:36][C:37]1[CH:38]=[C:39]([CH:43]=[CH:44][C:45]=1[Cl:46])[C:40]([NH:2][C:3]1[CH:8]=[CH:7][CH:6]=[C:5]([N:9]2[C:13]([CH3:14])=[C:12]([C:15]([N:17]3[CH2:22][CH2:21][CH:20]([N:23]4[CH2:24][CH2:25][CH2:26][CH2:27]4)[CH2:19][CH2:18]3)=[O:16])[C:11]([CH3:28])=[N:10]2)[CH:4]=1)=[O:41]. (2) Given the reactants [N+:1]([C:4]1[CH:24]=[CH:23][C:7]([O:8][C:9]2[CH:14]=[CH:13][C:12]([C:15]3[CH:19]=[CH:18][N:17]([C:20]([NH2:22])=[O:21])[N:16]=3)=[CH:11][CH:10]=2)=[CH:6][CH:5]=1)([O-])=O.[H][H], predict the reaction product. The product is: [NH2:1][C:4]1[CH:24]=[CH:23][C:7]([O:8][C:9]2[CH:10]=[CH:11][C:12]([C:15]3[CH:19]=[CH:18][N:17]([C:20]([NH2:22])=[O:21])[N:16]=3)=[CH:13][CH:14]=2)=[CH:6][CH:5]=1. (3) Given the reactants C=O.[Cl:3][C:4]1[CH:5]=[C:6]([CH:11]([N:13]2[CH2:17][CH2:16][CH:15]([C:18]3([C:24]4[CH:29]=[CH:28][C:27]([F:30])=[CH:26][CH:25]=4)[CH2:23][CH2:22][NH:21][CH2:20][CH2:19]3)[C:14]2=[O:31])[CH3:12])[CH:7]=[C:8]([Cl:10])[CH:9]=1.[BH-](OC(C)=O)(OC(C)=O)O[C:34](C)=O.[Na+], predict the reaction product. The product is: [Cl:3][C:4]1[CH:5]=[C:6]([CH:11]([N:13]2[CH2:17][CH2:16][CH:15]([C:18]3([C:24]4[CH:25]=[CH:26][C:27]([F:30])=[CH:28][CH:29]=4)[CH2:23][CH2:22][N:21]([CH3:34])[CH2:20][CH2:19]3)[C:14]2=[O:31])[CH3:12])[CH:7]=[C:8]([Cl:10])[CH:9]=1. (4) Given the reactants [Cl:1][C:2]1[CH:7]=[CH:6][C:5]([C:8]2[C:14]3[CH:15]=[CH:16][CH:17]=[CH:18][C:13]=3[NH:12][C:11](=O)[CH2:10][CH:9]=2)=[CH:4][CH:3]=1.COC1C=CC(P2(=S)SP(=S)(C3C=CC(OC)=CC=3)[S:29]2)=CC=1, predict the reaction product. The product is: [Cl:1][C:2]1[CH:7]=[CH:6][C:5]([C:8]2[C:14]3[CH:15]=[CH:16][CH:17]=[CH:18][C:13]=3[NH:12][C:11](=[S:29])[CH2:10][CH:9]=2)=[CH:4][CH:3]=1.